Dataset: Reaction yield outcomes from USPTO patents with 853,638 reactions. Task: Predict the reaction yield, written as a fraction of the theoretical maximum amount of product (1.0 means a 100% yield; for example, 0.34 means a 34% yield). (1) The reactants are BrC1C(N2CCN(C(NC3C=CC=CC=3)=O)CC2)=C2N=C(C3C=CC(N(C)C)=CC=3)NC2=NC=1.[Cl:35][C:36]1[C:37]([N:46]2[CH2:51][CH2:50][N:49]([CH2:52][C:53]3[CH:54]=[N:55][CH:56]=[CH:57][CH:58]=3)[CH2:48][CH2:47]2)=[C:38]([N+:43]([O-])=O)[C:39]([NH2:42])=[N:40][CH:41]=1.[O-]S(S([O-])=O)=O.[Na+].[Na+].[C:67]([O:71][C:72]([N:74]1[CH2:79][CH2:78][N:77]([C:80]2[CH:85]=[CH:84][C:83]([CH:86]=O)=[CH:82][CH:81]=2)[CH2:76][CH2:75]1)=[O:73])([CH3:70])([CH3:69])[CH3:68]. The catalyst is C(O)C.CN(C=O)C. The product is [Cl:35][C:36]1[C:37]([N:46]2[CH2:51][CH2:50][N:49]([CH2:52][C:53]3[CH:54]=[N:55][CH:56]=[CH:57][CH:58]=3)[CH2:48][CH2:47]2)=[C:38]2[N:43]=[C:86]([C:83]3[CH:82]=[CH:81][C:80]([N:77]4[CH2:76][CH2:75][N:74]([C:72]([O:71][C:67]([CH3:70])([CH3:69])[CH3:68])=[O:73])[CH2:79][CH2:78]4)=[CH:85][CH:84]=3)[NH:42][C:39]2=[N:40][CH:41]=1. The yield is 0.410. (2) The reactants are [CH:1]1([C:6]([C:8]2[CH:13]=[C:12]([CH3:14])[CH:11]=[CH:10][C:9]=2[NH:15][C:16]([NH:18][C:19]2[S:20][CH:21]=[C:22]([CH2:24][CH:25]=O)[N:23]=2)=[O:17])=[O:7])[CH2:5][CH2:4][CH2:3][CH2:2]1.[NH:27]1[CH2:32][CH2:31][O:30][CH2:29][CH2:28]1. No catalyst specified. The product is [CH:1]1([C:6]([C:8]2[CH:13]=[C:12]([CH3:14])[CH:11]=[CH:10][C:9]=2[NH:15][C:16]([NH:18][C:19]2[S:20][CH:21]=[C:22]([CH2:24][CH2:25][N:27]3[CH2:32][CH2:31][O:30][CH2:29][CH2:28]3)[N:23]=2)=[O:17])=[O:7])[CH2:5][CH2:4][CH2:3][CH2:2]1. The yield is 0.310. (3) The reactants are C1C2C(COC(=O)[NH:17][C@H:18]([C:39]([OH:41])=[O:40])[CH2:19][CH2:20][CH2:21][CH2:22][N:23]([CH2:32][C:33]3[CH:38]=[CH:37][CH:36]=[CH:35][N:34]=3)[CH2:24][C:25](=[O:31])[O:26][C:27]([CH3:30])([CH3:29])[CH3:28])C3C(=CC=CC=3)C=2C=CC=1.N1CCCCC1. The catalyst is CN(C=O)C. The product is [NH2:17][C@@H:18]([CH2:19][CH2:20][CH2:21][CH2:22][N:23]([CH2:24][C:25]([O:26][C:27]([CH3:30])([CH3:29])[CH3:28])=[O:31])[CH2:32][C:33]1[CH:38]=[CH:37][CH:36]=[CH:35][N:34]=1)[C:39]([OH:41])=[O:40]. The yield is 0.700. (4) The reactants are [F:1][C:2]([F:10])([F:9])[C:3]1[N:4]=[C:5]([NH2:8])[S:6][CH:7]=1.C(#N)C.[Br:14]N1C(=O)CCC1=O. No catalyst specified. The product is [Br:14][C:7]1[S:6][C:5]([NH2:8])=[N:4][C:3]=1[C:2]([F:10])([F:9])[F:1]. The yield is 0.900.